This data is from Catalyst prediction with 721,799 reactions and 888 catalyst types from USPTO. The task is: Predict which catalyst facilitates the given reaction. (1) Reactant: [OH:1][CH2:2][CH:3]1[CH2:8][CH2:7][CH2:6][N:5]([C:9]([O:11][C:12]([CH3:15])([CH3:14])[CH3:13])=[O:10])[CH2:4]1.CCN(CC)CC.[CH3:23][S:24](Cl)(=[O:26])=[O:25]. Product: [CH3:23][S:24]([O:1][CH2:2][CH:3]1[CH2:8][CH2:7][CH2:6][N:5]([C:9]([O:11][C:12]([CH3:15])([CH3:14])[CH3:13])=[O:10])[CH2:4]1)(=[O:26])=[O:25]. The catalyst class is: 2. (2) Reactant: [Cl:1][C:2]1[CH:18]=[CH:17][C:5]2[CH2:6][CH2:7][N:8]([C:11](=[O:16])[C:12]([F:15])([F:14])[F:13])[CH2:9][CH2:10][C:4]=2[C:3]=1OS(C(F)(F)F)(=O)=O.[Cl:27][C:28]1[CH:29]=[C:30]([CH:33]=[CH:34][C:35]=1[C:36](=[O:42])[CH2:37][C:38]([CH3:41])([CH3:40])[CH3:39])[CH2:31][NH2:32].C1C=CC(P(C2C(C3C(P(C4C=CC=CC=4)C4C=CC=CC=4)=CC=C4C=3C=CC=C4)=C3C(C=CC=C3)=CC=2)C2C=CC=CC=2)=CC=1.C(=O)([O-])[O-].[Cs+].[Cs+]. Product: [Cl:1][C:2]1[CH:18]=[CH:17][C:5]2[CH2:6][CH2:7][N:8]([C:11](=[O:16])[C:12]([F:15])([F:14])[F:13])[CH2:9][CH2:10][C:4]=2[C:3]=1[NH:32][CH2:31][C:30]1[CH:33]=[CH:34][C:35]([C:36](=[O:42])[CH2:37][C:38]([CH3:39])([CH3:40])[CH3:41])=[C:28]([Cl:27])[CH:29]=1. The catalyst class is: 101.